Dataset: Full USPTO retrosynthesis dataset with 1.9M reactions from patents (1976-2016). Task: Predict the reactants needed to synthesize the given product. (1) Given the product [C:40]([S:42][CH:19]1[CH2:18][CH2:17][N:16]([C:21]([C:28]2[CH:33]=[CH:32][CH:31]=[CH:30][CH:29]=2)([C:22]2[CH:27]=[CH:26][CH:25]=[CH:24][CH:23]=2)[C:34]2[CH:35]=[CH:36][CH:37]=[CH:38][CH:39]=2)[CH2:15]/[C:14]/1=[CH:13]\[C:12]1[N:8]([C:6]([O:5][C:1]([CH3:2])([CH3:3])[CH3:4])=[O:7])[CH:9]=[N:10][CH:11]=1)(=[O:43])[CH3:41], predict the reactants needed to synthesize it. The reactants are: [C:1]([O:5][C:6]([N:8]1[C:12](/[CH:13]=[C:14]2\[CH2:15][N:16]([C:21]([C:34]3[CH:39]=[CH:38][CH:37]=[CH:36][CH:35]=3)([C:28]3[CH:33]=[CH:32][CH:31]=[CH:30][CH:29]=3)[C:22]3[CH:27]=[CH:26][CH:25]=[CH:24][CH:23]=3)[CH2:17][CH2:18][CH:19]\2O)=[CH:11][N:10]=[CH:9]1)=[O:7])([CH3:4])([CH3:3])[CH3:2].[C:40]([OH:43])(=[S:42])[CH3:41].C(OC(OCC(C)(C)C)N(C)C)C(C)(C)C.O. (2) Given the product [Br:1][C:2]1[CH:3]=[C:4]2[C:9](=[CH:10][CH:11]=1)[N:8]=[C:7]([C:12]1[CH:17]=[CH:16][CH:15]=[CH:14][CH:13]=1)[N:6]=[C:5]2[Cl:21], predict the reactants needed to synthesize it. The reactants are: [Br:1][C:2]1[CH:3]=[C:4]2[C:9](=[CH:10][CH:11]=1)[N:8]=[C:7]([C:12]1[CH:17]=[CH:16][CH:15]=[CH:14][CH:13]=1)[NH:6][C:5]2=O.P(Cl)(Cl)([Cl:21])=O.[OH-].[Na+]. (3) Given the product [C:1]([O:5][C:6]([N:8]1[CH2:12][CH2:11][CH:10]([C:13]2[S:14][CH:15]=[C:16]([CH2:18][O:31][C:28]3[CH:29]=[CH:30][C:25]([N:20]4[CH:24]=[N:23][N:22]=[N:21]4)=[CH:26][CH:27]=3)[N:17]=2)[CH2:9]1)=[O:7])([CH3:4])([CH3:3])[CH3:2], predict the reactants needed to synthesize it. The reactants are: [C:1]([O:5][C:6]([N:8]1[CH2:12][CH2:11][CH:10]([C:13]2[S:14][CH:15]=[C:16]([CH2:18]Cl)[N:17]=2)[CH2:9]1)=[O:7])([CH3:4])([CH3:3])[CH3:2].[N:20]1([C:25]2[CH:30]=[CH:29][C:28]([OH:31])=[CH:27][CH:26]=2)[CH:24]=[N:23][N:22]=[N:21]1. (4) Given the product [C:19]([C:21]1[CH:22]=[C:23]([CH:39]([CH3:41])[CH3:40])[C:24]2[O:28][C:27]([C:29]3[CH:37]=[CH:36][C:32]([C:33]([NH:1][CH2:2][C:3]4([CH:16]([CH3:18])[CH3:17])[CH2:8][CH2:7][N:6]([C:9]([O:11][C:12]([CH3:13])([CH3:15])[CH3:14])=[O:10])[CH2:5][CH2:4]4)=[O:34])=[CH:31][CH:30]=3)=[N:26][C:25]=2[CH:38]=1)#[N:20], predict the reactants needed to synthesize it. The reactants are: [NH2:1][CH2:2][C:3]1([CH:16]([CH3:18])[CH3:17])[CH2:8][CH2:7][N:6]([C:9]([O:11][C:12]([CH3:15])([CH3:14])[CH3:13])=[O:10])[CH2:5][CH2:4]1.[C:19]([C:21]1[CH:22]=[C:23]([CH:39]([CH3:41])[CH3:40])[C:24]2[O:28][C:27]([C:29]3[CH:37]=[CH:36][C:32]([C:33](O)=[O:34])=[CH:31][CH:30]=3)=[N:26][C:25]=2[CH:38]=1)#[N:20]. (5) The reactants are: C([O-])([O-])=O.[K+].[K+].[Cl:7][C:8]1[CH:13]=[CH:12][CH:11]=[CH:10][C:9]=1[C:14](=[O:20])[CH2:15][CH2:16][CH2:17][CH2:18]Cl.[CH3:21][CH:22]([CH3:38])[C:23]([NH:25][C:26]1[CH:31]=[CH:30][CH:29]=[C:28]([CH:32]2[CH2:37][CH2:36][NH:35][CH2:34][CH2:33]2)[CH:27]=1)=[O:24]. Given the product [Cl:7][C:8]1[CH:13]=[CH:12][CH:11]=[CH:10][C:9]=1[C:14](=[O:20])[CH2:15][CH2:16][CH2:17][CH2:18][N:35]1[CH2:36][CH2:37][CH:32]([C:28]2[CH:27]=[C:26]([NH:25][C:23](=[O:24])[CH:22]([CH3:21])[CH3:38])[CH:31]=[CH:30][CH:29]=2)[CH2:33][CH2:34]1, predict the reactants needed to synthesize it. (6) Given the product [CH3:37][O:36][C:33]1[N:34]=[CH:35][C:30]([C:9]2[CH:10]=[C:11]([NH:15][C:16]3[N:21]=[C:20]([C:22]([F:23])([F:24])[F:25])[CH:19]=[CH:18][N:17]=3)[CH:12]=[CH:13][CH:14]=2)=[CH:31][CH:32]=1, predict the reactants needed to synthesize it. The reactants are: CC1(C)C(C)(C)OB([C:9]2[CH:10]=[C:11]([NH:15][C:16]3[N:21]=[C:20]([C:22]([F:25])([F:24])[F:23])[CH:19]=[CH:18][N:17]=3)[CH:12]=[CH:13][CH:14]=2)O1.[F-].[K+].Br[C:30]1[CH:31]=[CH:32][C:33]([O:36][CH3:37])=[N:34][CH:35]=1.O. (7) The reactants are: Cl[C:2]1[C:7]([N+:8]([O-:10])=[O:9])=[C:6]([Cl:11])[N:5]=[CH:4][N:3]=1.[F:12][C:13]([F:17])([F:16])[CH2:14][NH2:15]. Given the product [Cl:11][C:6]1[N:5]=[CH:4][N:3]=[C:2]([NH:15][CH2:14][C:13]([F:17])([F:16])[F:12])[C:7]=1[N+:8]([O-:10])=[O:9], predict the reactants needed to synthesize it. (8) Given the product [ClH:1].[CH3:34][N:7]([CH3:6])[C:8]1([C:27]2[CH:32]=[CH:31][CH:30]=[C:29]([F:33])[CH:28]=2)[CH2:13][CH2:12][CH:11]([CH2:14][C:15]([NH:17][CH2:18][CH2:19][CH2:20][C:21]2[CH:22]=[CH:23][CH:24]=[CH:25][CH:26]=2)=[O:16])[CH2:10][CH2:9]1, predict the reactants needed to synthesize it. The reactants are: [Cl:1][Si](C)(C)C.[CH3:6][N:7]([CH3:34])[C:8]1([C:27]2[CH:32]=[CH:31][CH:30]=[C:29]([F:33])[CH:28]=2)[CH2:13][CH2:12][CH:11]([CH2:14][C:15]([NH:17][CH2:18][CH2:19][CH2:20][C:21]2[CH:26]=[CH:25][CH:24]=[CH:23][CH:22]=2)=[O:16])[CH2:10][CH2:9]1.CCOCC.